This data is from Full USPTO retrosynthesis dataset with 1.9M reactions from patents (1976-2016). The task is: Predict the reactants needed to synthesize the given product. (1) Given the product [Cl:1][C:2]1[CH:16]=[CH:15][C:14](/[CH:17]=[CH:18]/[CH2:19][N:23]2[CH:24]=[CH:25][CH:27]=[C:26]2[C:37](=[O:39])[C:35]2[CH:34]=[CH:33][C:48]([CH3:49])=[CH:41][CH:40]=2)=[CH:13][C:3]=1[O:4][CH2:5][C:6]([OH:8])=[O:7], predict the reactants needed to synthesize it. The reactants are: [Cl:1][C:2]1[CH:16]=[CH:15][C:14](/[CH:17]=[CH:18]/[CH2:19]O)=[CH:13][C:3]=1[O:4][CH2:5][C:6]([O:8]C(C)(C)C)=[O:7].C([N:23]([CH2:26][CH3:27])[CH2:24][CH3:25])C.CS(Cl)(=O)=O.[C:33](O)(=O)[CH2:34][C:35]([CH2:40][C:41](O)=O)([C:37]([OH:39])=O)O.[Br-].[Li+].[CH3:48][C:49](C)([O-])C.[K+]. (2) Given the product [C:2]1([C:2]2[C:10]3[C:9]4[CH:11]=[CH:12][CH:13]=[CH:14][C:8]=4[O:7][C:6]=3[CH:5]=[C:4]([C:8]3[CH:14]=[CH:13][CH:12]=[CH:11][CH:9]=3)[C:3]=2[OH:16])[CH:10]=[CH:6][CH:5]=[CH:4][CH:3]=1, predict the reactants needed to synthesize it. The reactants are: Br[C:2]1[C:10]2[C:9]3[CH:11]=[CH:12][CH:13]=[CH:14][C:8]=3[O:7][C:6]=2[CH:5]=[C:4](Br)[C:3]=1[OH:16].[K+].[Br-]. (3) Given the product [F:22][C:19]1[CH:18]=[CH:17][C:16]([C:10]2[C:9]3[C:13](=[CH:14][CH:15]=[C:7]([C:5]4[NH:6][C:25]([CH2:26][N:27]5[CH2:32][CH2:31][CH:30]([OH:33])[CH2:29][CH2:28]5)=[N:24][N:23]=4)[CH:8]=3)[NH:12][N:11]=2)=[CH:21][CH:20]=1, predict the reactants needed to synthesize it. The reactants are: Cl.C(O[CH:5]([C:7]1[CH:8]=[C:9]2[C:13](=[CH:14][CH:15]=1)[NH:12][N:11]=[C:10]2[C:16]1[CH:21]=[CH:20][C:19]([F:22])=[CH:18][CH:17]=1)[NH2:6])C.[NH2:23][NH:24][C:25](=O)[CH2:26][N:27]1[CH2:32][CH2:31][CH:30]([OH:33])[CH2:29][CH2:28]1.C[O-].[Na+].Cl. (4) Given the product [Br:3][C:4]1[CH:5]=[C:6]2[C:10](=[CH:11][CH:12]=1)[N:9]([CH2:15][CH2:16][N:17]1[CH2:22][CH2:21][O:20][CH2:19][CH2:18]1)[CH:8]=[CH:7]2, predict the reactants needed to synthesize it. The reactants are: [H-].[Na+].[Br:3][C:4]1[CH:5]=[C:6]2[C:10](=[CH:11][CH:12]=1)[NH:9][CH:8]=[CH:7]2.Cl.Cl[CH2:15][CH2:16][N:17]1[CH2:22][CH2:21][O:20][CH2:19][CH2:18]1.C(=O)(O)[O-].[Na+]. (5) Given the product [C:2]([S:5][C:11]1[N:12]([C:22]2[CH:23]=[CH:24][C:25]([O:28][CH2:29][C:30]([F:32])([F:31])[F:33])=[CH:26][CH:27]=2)[C:13](=[O:21])[C:14]2[CH2:19][C:18](=[O:20])[NH:17][C:15]=2[N:16]=1)([CH3:4])([CH3:3])[CH3:1], predict the reactants needed to synthesize it. The reactants are: [CH3:1][C:2]([SH:5])([CH3:4])[CH3:3].[H-].[Na+].CS([C:11]1[N:12]([C:22]2[CH:27]=[CH:26][C:25]([O:28][CH2:29][C:30]([F:33])([F:32])[F:31])=[CH:24][CH:23]=2)[C:13](=[O:21])[C:14]2[CH2:19][C:18](=[O:20])[NH:17][C:15]=2[N:16]=1)=O.C(O)(=O)CC(CC(O)=O)(C(O)=O)O. (6) Given the product [C:21]([O:20][C:18]([NH:1][C:2]1[CH:10]=[CH:9][C:5]([C:6]([OH:8])=[O:7])=[CH:4][CH:3]=1)=[O:19])([CH3:24])([CH3:23])[CH3:22], predict the reactants needed to synthesize it. The reactants are: [NH2:1][C:2]1[CH:10]=[CH:9][C:5]([C:6]([OH:8])=[O:7])=[CH:4][CH:3]=1.CCN(CC)CC.[C:18](O[C:18]([O:20][C:21]([CH3:24])([CH3:23])[CH3:22])=[O:19])([O:20][C:21]([CH3:24])([CH3:23])[CH3:22])=[O:19].